From a dataset of Full USPTO retrosynthesis dataset with 1.9M reactions from patents (1976-2016). Predict the reactants needed to synthesize the given product. (1) Given the product [C:10]([C:3]1[C:2]([F:1])=[CH:7][C:6]([N:28]2[CH2:29][C@@H:24]3[CH2:30][C@H:27]2[CH2:26][N:25]3[C:31]([O:33][C:34]([CH3:37])([CH3:36])[CH3:35])=[O:32])=[CH:5][C:4]=1[F:9])(=[O:12])[CH3:11], predict the reactants needed to synthesize it. The reactants are: [F:1][C:2]1[CH:7]=[C:6](F)[CH:5]=[C:4]([F:9])[C:3]=1[C:10](=[O:12])[CH3:11].CN(C)P(N(C)C)(N(C)C)=O.[C@H:24]12[CH2:30][C@H:27]([NH:28][CH2:29]1)[CH2:26][N:25]2[C:31]([O:33][C:34]([CH3:37])([CH3:36])[CH3:35])=[O:32].C(=O)([O-])[O-].[K+].[K+]. (2) Given the product [CH:8]12[CH2:7][CH:6]([CH:10]=[CH:9]1)[CH2:5][CH:4]2[CH2:3][OH:14], predict the reactants needed to synthesize it. The reactants are: C1[CH:5]2[C@@H:6]3[CH:10]=[CH:9][C@H:8]([CH:4]2[CH:3]=C1)[CH2:7]3.C([OH:14])C=C. (3) Given the product [NH2:14][C:6]1[CH:7]=[CH:8][C:9]([C:11]([NH:23][C:24]2[CH:25]=[CH:26][C:27]([C:34]([NH:36][C:37]3[CH:38]=[CH:39][C:40]([C:47]([NH:49][C:50]4[CH:51]=[CH:52][C:53]([C:60]([O:62][CH3:63])=[O:61])=[N:54][C:55]=4[O:56][CH:57]([CH3:59])[CH3:58])=[O:48])=[N:41][C:42]=3[O:43][CH:44]([CH3:46])[CH3:45])=[O:35])=[N:28][C:29]=2[O:30][CH:31]([CH3:32])[CH3:33])=[O:12])=[N:10][C:5]=1[O:4][CH:1]([CH3:3])[CH3:2], predict the reactants needed to synthesize it. The reactants are: [CH:1]([O:4][C:5]1[N:10]=[C:9]([C:11](O)=[O:12])[CH:8]=[CH:7][C:6]=1[N+:14]([O-])=O)([CH3:3])[CH3:2].C(Cl)(C(Cl)=O)=O.[NH2:23][C:24]1[CH:25]=[CH:26][C:27]([C:34]([NH:36][C:37]2[CH:38]=[CH:39][C:40]([C:47]([NH:49][C:50]3[CH:51]=[CH:52][C:53]([C:60]([O:62][CH3:63])=[O:61])=[N:54][C:55]=3[O:56][CH:57]([CH3:59])[CH3:58])=[O:48])=[N:41][C:42]=2[O:43][CH:44]([CH3:46])[CH3:45])=[O:35])=[N:28][C:29]=1[O:30][CH:31]([CH3:33])[CH3:32].CCN(C(C)C)C(C)C. (4) Given the product [OH:1][C:2]([CH3:34])([CH3:35])[CH2:3][C@@:4]1([C:28]2[CH:29]=[CH:30][CH:31]=[CH:32][CH:33]=2)[O:9][C:8](=[O:10])[N:7]([C@H:11]([C:13]2[CH:18]=[CH:17][C:16]([C:37]3[C:38]([CH3:44])=[N:39][N:40]([CH3:43])[C:41]=3[CH3:42])=[CH:15][CH:14]=2)[CH3:12])[CH2:6][CH2:5]1, predict the reactants needed to synthesize it. The reactants are: [OH:1][C:2]([CH3:35])([CH3:34])[CH2:3][C@@:4]1([C:28]2[CH:33]=[CH:32][CH:31]=[CH:30][CH:29]=2)[O:9][C:8](=[O:10])[N:7]([C@H:11]([C:13]2[CH:18]=[CH:17][C:16](B3OC(C)(C)C(C)(C)O3)=[CH:15][CH:14]=2)[CH3:12])[CH2:6][CH2:5]1.Br[C:37]1[C:38]([CH3:44])=[N:39][N:40]([CH3:43])[C:41]=1[CH3:42]. (5) Given the product [CH:22]1([C:25](=[O:27])[CH2:8][C:3](=[O:2])[CH2:4][CH3:5])[CH2:24][CH2:23]1, predict the reactants needed to synthesize it. The reactants are: [Mg].[O:2]=[C:3]([CH2:8]C)[CH2:4][C:5](O)=O.C(N1C=CN=C1)(N1C=CN=C1)=O.[CH:22]1([C:25]([OH:27])=O)[CH2:24][CH2:23]1.Cl.